This data is from Forward reaction prediction with 1.9M reactions from USPTO patents (1976-2016). The task is: Predict the product of the given reaction. (1) Given the reactants Cl[C:2]1[N:3]=[C:4]([N:12]2[CH2:17][CH2:16][CH:15]([CH3:18])[CH2:14][CH2:13]2)[C:5]2[S:10][CH:9]=[C:8]([CH3:11])[C:6]=2[N:7]=1.[CH2:19]([NH:22]CC=C)[CH:20]=[CH2:21].C(=O)([O-])O.[Na+], predict the reaction product. The product is: [CH2:19]([NH:22][C:2]1[N:3]=[C:4]([N:12]2[CH2:17][CH2:16][CH:15]([CH3:18])[CH2:14][CH2:13]2)[C:5]2[S:10][CH:9]=[C:8]([CH3:11])[C:6]=2[N:7]=1)[CH:20]=[CH2:21]. (2) Given the reactants [CH2:1]([O:3][C:4]1[CH:5]=[C:6]([C:13]2[CH:18]=[CH:17][N:16]=[CH:15][CH:14]=2)[CH:7]=[CH:8][C:9]=1[N+:10]([O-])=O)[CH3:2], predict the reaction product. The product is: [CH2:1]([O:3][C:4]1[CH:5]=[C:6]([C:13]2[CH:14]=[CH:15][N:16]=[CH:17][CH:18]=2)[CH:7]=[CH:8][C:9]=1[NH2:10])[CH3:2].